Dataset: Full USPTO retrosynthesis dataset with 1.9M reactions from patents (1976-2016). Task: Predict the reactants needed to synthesize the given product. (1) Given the product [CH3:25][O:24][C:7]1[CH:6]=[CH:5][C:4]2[N:3]=[C:2]([NH:26][C:27]3[CH:28]=[CH:29][C:30]([CH2:33][N:35]4[CH2:39][CH2:38][CH2:37][CH2:36]4)=[CH:31][CH:32]=3)[C:11]3=[N:12][NH:13][CH:14]=[C:10]3[C:9]=2[CH:8]=1, predict the reactants needed to synthesize it. The reactants are: Cl[C:2]1[C:11]2=[N:12][N:13](CC3C=CC(OC)=CC=3)[CH:14]=[C:10]2[C:9]2[CH:8]=[C:7]([O:24][CH3:25])[CH:6]=[CH:5][C:4]=2[N:3]=1.[NH2:26][C:27]1[CH:32]=[CH:31][C:30]([C:33]([N:35]2[CH2:39][CH2:38][CH2:37][CH2:36]2)=O)=[CH:29][CH:28]=1.Cl.[OH-].[Na+]. (2) The reactants are: [CH2:1]([N:3]1[C:7]([C:8]([OH:10])=O)=[CH:6][C:5]([CH3:11])=[N:4]1)[CH3:2].O1CCCC1.C(Cl)(=O)C(Cl)=O.[NH2:23][C:24]1[CH:25]=[C:26]([CH:43]=[CH:44][C:45]=1[F:46])[O:27][C:28]1[CH:29]=[CH:30][C:31]2[N:32]([CH:34]=[C:35]([NH:37][C:38]([CH:40]3[CH2:42][CH2:41]3)=[O:39])[N:36]=2)[N:33]=1. Given the product [CH:40]1([C:38]([NH:37][C:35]2[N:36]=[C:31]3[CH:30]=[CH:29][C:28]([O:27][C:26]4[CH:43]=[CH:44][C:45]([F:46])=[C:24]([NH:23][C:8]([C:7]5[N:3]([CH2:1][CH3:2])[N:4]=[C:5]([CH3:11])[CH:6]=5)=[O:10])[CH:25]=4)=[N:33][N:32]3[CH:34]=2)=[O:39])[CH2:41][CH2:42]1, predict the reactants needed to synthesize it. (3) Given the product [OH:39][CH2:38][C:37]([CH2:42][OH:43])([CH3:41])[C:36]([N:25]1[CH2:26][CH2:27][N:22]([C:28]([O:30][C:31]([CH3:34])([CH3:33])[CH3:32])=[O:29])[CH2:23][CH2:24]1)=[O:35], predict the reactants needed to synthesize it. The reactants are: CCN=C=NCCCN(C)C.Cl.C(N(C(C)C)CC)(C)C.[N:22]1([C:28]([O:30][C:31]([CH3:34])([CH3:33])[CH3:32])=[O:29])[CH2:27][CH2:26][NH:25][CH2:24][CH2:23]1.[OH:35][CH2:36][C:37]([CH2:42][OH:43])([CH3:41])[C:38](O)=[O:39].C1C=CC2N(O)N=NC=2C=1.